From a dataset of Forward reaction prediction with 1.9M reactions from USPTO patents (1976-2016). Predict the product of the given reaction. Given the reactants [C:1]([S:5][CH2:6][C:7]1[CH:12]=[CH:11][C:10]([C:13]([C:18]2[CH:31]=[CH:30][C:21]([O:22][CH2:23][C@H:24]3[O:28][C:27](=[O:29])[CH2:26][CH2:25]3)=[C:20]([CH3:32])[CH:19]=2)([CH2:16][CH3:17])[CH2:14][CH3:15])=[CH:9][C:8]=1[CH3:33])([CH3:4])([CH3:3])[CH3:2].C[O:35]C(=O)C1C=CC(C(CC)(C2C=CC(O)=C(C)C=2)CC)=CC=1C.C1C=C(Cl)C=C(C(OO)=O)C=1, predict the reaction product. The product is: [CH2:16]([C:13]([C:18]1[CH:31]=[CH:30][C:21]([O:22][CH2:23][C@H:24]2[O:28][C:27](=[O:29])[CH2:26][CH2:25]2)=[C:20]([CH3:32])[CH:19]=1)([C:10]1[CH:11]=[CH:12][C:7]([CH2:6][S:5]([C:1]([CH3:4])([CH3:2])[CH3:3])=[O:35])=[C:8]([CH3:33])[CH:9]=1)[CH2:14][CH3:15])[CH3:17].